This data is from Full USPTO retrosynthesis dataset with 1.9M reactions from patents (1976-2016). The task is: Predict the reactants needed to synthesize the given product. (1) Given the product [NH:17]1[CH2:15][CH2:18][CH2:19][C:20](=[O:46])[C:21]2[CH:22]=[CH:23][CH:24]=[CH:25][C:26]1=2, predict the reactants needed to synthesize it. The reactants are: [Li]CCCC.[S].Cl.S1C(SC[C:15]([N:17]2[C:26]3[C:21](=[CH:22][CH:23]=[CH:24][CH:25]=3)[CH2:20][CH2:19][CH2:18]2)=O)=CC2C=CC=CC1=2.S1C(S)=CC2C=CC=CC1=2.[H-].[Na+].ClCC(N1C2C(=CC=CC=2)CCC1)=[O:46]. (2) Given the product [NH2:26][C:25]1[C:3]2[C:2](=[CH:24][CH:23]=[CH:22][C:4]=2[O:5][CH2:6][C:7]([CH3:21])([CH3:20])[C:8]([NH:10][CH2:11][C:12]2[CH:17]=[CH:16][CH:15]=[C:14]([O:18][CH3:19])[CH:13]=2)=[O:9])[N:1]=[C:28]([CH3:35])[C:29]=1[C:30]([O:32][CH2:33][CH3:34])=[O:31], predict the reactants needed to synthesize it. The reactants are: [NH2:1][C:2]1[C:3]([C:25]#[N:26])=[C:4]([CH:22]=[CH:23][CH:24]=1)[O:5][CH2:6][C:7]([CH3:21])([CH3:20])[C:8]([NH:10][CH2:11][C:12]1[CH:17]=[CH:16][CH:15]=[C:14]([O:18][CH3:19])[CH:13]=1)=[O:9].O=[C:28]([CH3:35])[CH2:29][C:30]([O:32][CH2:33][CH3:34])=[O:31].